This data is from NCI-60 drug combinations with 297,098 pairs across 59 cell lines. The task is: Regression. Given two drug SMILES strings and cell line genomic features, predict the synergy score measuring deviation from expected non-interaction effect. (1) Drug 1: C1CCC(CC1)NC(=O)N(CCCl)N=O. Drug 2: C1CC(C1)(C(=O)O)C(=O)O.[NH2-].[NH2-].[Pt+2]. Cell line: UACC62. Synergy scores: CSS=52.9, Synergy_ZIP=-9.49, Synergy_Bliss=-0.967, Synergy_Loewe=-0.0245, Synergy_HSA=3.54. (2) Drug 1: CC1C(C(CC(O1)OC2CC(CC3=C2C(=C4C(=C3O)C(=O)C5=C(C4=O)C(=CC=C5)OC)O)(C(=O)C)O)N)O.Cl. Cell line: K-562. Drug 2: CC1CCC2CC(C(=CC=CC=CC(CC(C(=O)C(C(C(=CC(C(=O)CC(OC(=O)C3CCCCN3C(=O)C(=O)C1(O2)O)C(C)CC4CCC(C(C4)OC)O)C)C)O)OC)C)C)C)OC. Synergy scores: CSS=31.4, Synergy_ZIP=-2.87, Synergy_Bliss=0.901, Synergy_Loewe=2.38, Synergy_HSA=4.43. (3) Drug 1: CC1CCC2CC(C(=CC=CC=CC(CC(C(=O)C(C(C(=CC(C(=O)CC(OC(=O)C3CCCCN3C(=O)C(=O)C1(O2)O)C(C)CC4CCC(C(C4)OC)OCCO)C)C)O)OC)C)C)C)OC. Drug 2: C1CCC(C(C1)N)N.C(=O)(C(=O)[O-])[O-].[Pt+4]. Cell line: SW-620. Synergy scores: CSS=35.0, Synergy_ZIP=2.95, Synergy_Bliss=4.59, Synergy_Loewe=2.39, Synergy_HSA=3.46. (4) Drug 1: CC1=CC=C(C=C1)C2=CC(=NN2C3=CC=C(C=C3)S(=O)(=O)N)C(F)(F)F. Drug 2: C1C(C(OC1N2C=NC3=C2NC=NCC3O)CO)O. Cell line: SK-MEL-28. Synergy scores: CSS=-5.27, Synergy_ZIP=2.28, Synergy_Bliss=-0.186, Synergy_Loewe=-2.66, Synergy_HSA=-3.61. (5) Drug 1: COC1=CC(=CC(=C1O)OC)C2C3C(COC3=O)C(C4=CC5=C(C=C24)OCO5)OC6C(C(C7C(O6)COC(O7)C8=CC=CS8)O)O. Drug 2: CN1C(=O)N2C=NC(=C2N=N1)C(=O)N. Cell line: NCI-H522. Synergy scores: CSS=30.5, Synergy_ZIP=5.78, Synergy_Bliss=6.73, Synergy_Loewe=-44.0, Synergy_HSA=2.16. (6) Drug 1: CC1=C(N=C(N=C1N)C(CC(=O)N)NCC(C(=O)N)N)C(=O)NC(C(C2=CN=CN2)OC3C(C(C(C(O3)CO)O)O)OC4C(C(C(C(O4)CO)O)OC(=O)N)O)C(=O)NC(C)C(C(C)C(=O)NC(C(C)O)C(=O)NCCC5=NC(=CS5)C6=NC(=CS6)C(=O)NCCC[S+](C)C)O. Drug 2: CC(C)NC(=O)C1=CC=C(C=C1)CNNC.Cl. Cell line: HS 578T. Synergy scores: CSS=34.5, Synergy_ZIP=4.00, Synergy_Bliss=5.06, Synergy_Loewe=-11.9, Synergy_HSA=4.26. (7) Drug 1: CC1=CC2C(CCC3(C2CCC3(C(=O)C)OC(=O)C)C)C4(C1=CC(=O)CC4)C. Drug 2: C1=NC(=NC(=O)N1C2C(C(C(O2)CO)O)O)N. Cell line: ACHN. Synergy scores: CSS=21.2, Synergy_ZIP=-3.33, Synergy_Bliss=0.821, Synergy_Loewe=-36.4, Synergy_HSA=1.63. (8) Cell line: NCI-H322M. Drug 1: CC1=C2C(C(=O)C3(C(CC4C(C3C(C(C2(C)C)(CC1OC(=O)C(C(C5=CC=CC=C5)NC(=O)C6=CC=CC=C6)O)O)OC(=O)C7=CC=CC=C7)(CO4)OC(=O)C)O)C)OC(=O)C. Drug 2: CCN(CC)CCNC(=O)C1=C(NC(=C1C)C=C2C3=C(C=CC(=C3)F)NC2=O)C. Synergy scores: CSS=6.54, Synergy_ZIP=3.72, Synergy_Bliss=5.34, Synergy_Loewe=6.20, Synergy_HSA=7.20. (9) Drug 1: C1CN1P(=S)(N2CC2)N3CC3. Synergy scores: CSS=26.0, Synergy_ZIP=-5.01, Synergy_Bliss=-2.01, Synergy_Loewe=-39.9, Synergy_HSA=-2.17. Drug 2: CN(C(=O)NC(C=O)C(C(C(CO)O)O)O)N=O. Cell line: HCT-15. (10) Drug 1: C1=C(C(=O)NC(=O)N1)N(CCCl)CCCl. Drug 2: C(CC(=O)O)C(=O)CN.Cl. Cell line: IGROV1. Synergy scores: CSS=38.3, Synergy_ZIP=5.69, Synergy_Bliss=8.73, Synergy_Loewe=1.95, Synergy_HSA=10.6.